The task is: Predict which catalyst facilitates the given reaction.. This data is from Catalyst prediction with 721,799 reactions and 888 catalyst types from USPTO. (1) Reactant: CN(C)CCN(C)C.C([Li])(CC)C.[F:14][C:15]1[CH:16]=[C:17]([CH:21]=[CH:22][C:23]=1[F:24])[C:18]([OH:20])=[O:19].[Cl:25]C(Cl)(Cl)C(Cl)(Cl)Cl. Product: [Cl:25][C:16]1[C:15]([F:14])=[C:23]([F:24])[CH:22]=[CH:21][C:17]=1[C:18]([OH:20])=[O:19]. The catalyst class is: 132. (2) Reactant: [Cl:1][C:2]1[C:3]([NH:23][C:24]2[CH:28]=[C:27]([CH3:29])[NH:26][N:25]=2)=[N:4][C:5]([NH:8][C:9]2[CH:14]=[C:13]([CH3:15])[C:12]([CH:16]3[CH2:21][CH2:20][NH:19][CH2:18][CH2:17]3)=[CH:11][C:10]=2[CH3:22])=[N:6][CH:7]=1.Cl[CH2:31][CH2:32][CH2:33][S:34]([N:37]1[CH2:40][CH2:39][CH2:38]1)(=[O:36])=[O:35].[I-].[Na+]. Product: [N:37]1([S:34]([CH2:33][CH2:32][CH2:31][N:19]2[CH2:20][CH2:21][CH:16]([C:12]3[C:13]([CH3:15])=[CH:14][C:9]([NH:8][C:5]4[N:4]=[C:3]([NH:23][C:24]5[CH:28]=[C:27]([CH3:29])[NH:26][N:25]=5)[C:2]([Cl:1])=[CH:7][N:6]=4)=[C:10]([CH3:22])[CH:11]=3)[CH2:17][CH2:18]2)(=[O:36])=[O:35])[CH2:40][CH2:39][CH2:38]1. The catalyst class is: 37. (3) Reactant: [Br:1][C:2]1[C:3]([CH3:32])=[C:4]([N:8]2[C:13](=[O:14])[CH:12]([Se]C3C=CC=CC=3)[CH2:11][N:10]([CH2:22][C:23]3[CH:28]=[CH:27][C:26]([O:29][CH3:30])=[CH:25][CH:24]=3)[C:9]2=[O:31])[CH:5]=[CH:6][CH:7]=1.OO.O. Product: [Br:1][C:2]1[C:3]([CH3:32])=[C:4]([N:8]2[C:13](=[O:14])[CH:12]=[CH:11][N:10]([CH2:22][C:23]3[CH:28]=[CH:27][C:26]([O:29][CH3:30])=[CH:25][CH:24]=3)[C:9]2=[O:31])[CH:5]=[CH:6][CH:7]=1. The catalyst class is: 1. (4) Reactant: [CH2:1]([N:8]1[CH2:13][CH2:12][C:11]2([C:17]3[CH:18]=[CH:19][C:20]([Cl:22])=[CH:21][C:16]=3[C:15](=O)[O:14]2)[CH2:10][CH2:9]1)[C:2]1[CH:7]=[CH:6][CH:5]=[CH:4][CH:3]=1.Cl.[OH-].[Na+]. Product: [CH2:1]([N:8]1[CH2:13][CH2:12][C:11]2([C:17]3[CH:18]=[CH:19][C:20]([Cl:22])=[CH:21][C:16]=3[CH2:15][O:14]2)[CH2:10][CH2:9]1)[C:2]1[CH:7]=[CH:6][CH:5]=[CH:4][CH:3]=1. The catalyst class is: 1. (5) Reactant: [CH3:1][Si:2]([CH3:25])([CH3:24])[CH2:3][CH2:4][O:5][CH2:6][N:7]1[C:11]([C:12]([C:14]2[CH:23]=[CH:22][C:17]3[NH:18][C:19](=[O:21])[S:20][C:16]=3[CH:15]=2)=[O:13])=[CH:10][CH:9]=[N:8]1.[H-].[Na+].C[CH:29]([O:31][CH:32](Cl)C)Cl.O. Product: [CH3:29][O:31][CH2:32][N:18]1[C:17]2[CH:22]=[CH:23][C:14]([C:12]([C:11]3[N:7]([CH2:6][O:5][CH2:4][CH2:3][Si:2]([CH3:25])([CH3:24])[CH3:1])[N:8]=[CH:9][CH:10]=3)=[O:13])=[CH:15][C:16]=2[S:20][C:19]1=[O:21]. The catalyst class is: 3.